This data is from Reaction yield outcomes from USPTO patents with 853,638 reactions. The task is: Predict the reaction yield, written as a fraction of the theoretical maximum amount of product (1.0 means a 100% yield; for example, 0.34 means a 34% yield). (1) The reactants are [Cl:1][C:2]1[C:11]2[C:6](=[CH:7][CH:8]=[C:9]([F:12])[CH:10]=2)[C:5]([OH:13])=[CH:4][N:3]=1.C([O-])([O-])=O.[Cs+].[Cs+].[CH:20]1(Br)[CH2:22][CH2:21]1. The catalyst is CN(C=O)C.O. The product is [Cl:1][C:2]1[C:11]2[C:6](=[CH:7][CH:8]=[C:9]([F:12])[CH:10]=2)[C:5]([O:13][CH:20]2[CH2:22][CH2:21]2)=[CH:4][N:3]=1. The yield is 0.200. (2) The reactants are [CH2:1]([C:3]([C:7]1[CH:12]=[CH:11][C:10]([OH:13])=[C:9]([CH3:14])[CH:8]=1)([OH:6])[CH2:4][CH3:5])[CH3:2].[Mg+2].[Cl-].[Cl-].C(N(CC)CC)C.[CH2:25]=[O:26]. The catalyst is C(#N)C. The product is [CH2:1]([C:3]([C:7]1[CH:8]=[C:9]([CH3:14])[C:10]([OH:13])=[C:11]([CH:12]=1)[CH:25]=[O:26])([OH:6])[CH2:4][CH3:5])[CH3:2]. The yield is 0.700.